This data is from Full USPTO retrosynthesis dataset with 1.9M reactions from patents (1976-2016). The task is: Predict the reactants needed to synthesize the given product. (1) Given the product [Br:1][C:2]1[CH:3]=[CH:4][C:5]([N:8]2[C:9]3[C:23]([OH:25])=[C:15]([C:16]4[CH:17]=[CH:18][CH:19]=[CH:20][CH:21]=4)[C:14](=[O:22])[NH:13][C:10]=3[CH:11]=[CH:12]2)=[CH:6][CH:7]=1, predict the reactants needed to synthesize it. The reactants are: [Br:1][C:2]1[CH:7]=[CH:6][C:5]([N:8]2[CH:12]=[CH:11][C:10]([NH:13][C:14](=[O:22])[CH2:15][C:16]3[CH:21]=[CH:20][CH:19]=[CH:18][CH:17]=3)=[C:9]2[C:23]([O:25]CC)=O)=[CH:4][CH:3]=1.CC(C)([O-])C.[K+]. (2) Given the product [CH3:13][C:7]1[C:6]([CH2:5][CH2:4][C:1]([OH:3])=[O:2])=[CH:10][NH:9][C:8]=1[CH:11]=[C:22]1[C:21]2[C:25](=[CH:26][CH:27]=[C:19]([S:16](=[O:17])(=[O:18])[NH:15][CH3:14])[CH:20]=2)[NH:24][C:23]1=[O:28], predict the reactants needed to synthesize it. The reactants are: [C:1]([CH2:4][CH2:5][C:6]1[C:7]([CH3:13])=[C:8]([CH:11]=O)[NH:9][CH:10]=1)([OH:3])=[O:2].[CH3:14][NH:15][S:16]([C:19]1[CH:20]=[C:21]2[C:25](=[CH:26][CH:27]=1)[NH:24][C:23](=[O:28])[CH2:22]2)(=[O:18])=[O:17].N1CCCCC1. (3) Given the product [F:24][C:20]1[CH:19]=[C:18]([C:13]2[C:12]([CH2:11][O:10][C:7]3[CH:8]=[CH:9][C:4]([C:3]([OH:25])=[O:2])=[CH:5][N:6]=3)=[C:16]([CH3:17])[O:15][N:14]=2)[CH:23]=[CH:22][CH:21]=1, predict the reactants needed to synthesize it. The reactants are: C[O:2][C:3](=[O:25])[C:4]1[CH:9]=[CH:8][C:7]([O:10][CH2:11][C:12]2[C:13]([C:18]3[CH:23]=[CH:22][CH:21]=[C:20]([F:24])[CH:19]=3)=[N:14][O:15][C:16]=2[CH3:17])=[N:6][CH:5]=1.O.[OH-].[Li+]. (4) Given the product [CH3:15][CH:16]([CH3:34])[CH2:17][CH2:18][NH:19][C:20]([C:22]1[N:23]=[N:24][C:25]([N:28]2[CH2:33][CH2:32][N:31]([C:7](=[O:8])[C:6]3[CH:10]=[C:2]([Cl:1])[CH:3]=[CH:4][C:5]=3[C:11]([F:14])([F:13])[F:12])[CH2:30][CH2:29]2)=[CH:26][CH:27]=1)=[O:21], predict the reactants needed to synthesize it. The reactants are: [Cl:1][C:2]1[CH:3]=[CH:4][C:5]([C:11]([F:14])([F:13])[F:12])=[C:6]([CH:10]=1)[C:7](Cl)=[O:8].[CH3:15][CH:16]([CH3:34])[CH2:17][CH2:18][NH:19][C:20]([C:22]1[N:23]=[N:24][C:25]([N:28]2[CH2:33][CH2:32][NH:31][CH2:30][CH2:29]2)=[CH:26][CH:27]=1)=[O:21]. (5) Given the product [C:31]([O:30][C:28]([N:22]1[C@H:21]([CH2:19][OH:18])[C@@H:26]2[CH2:27][C@H:23]1[CH2:24][CH2:25]2)=[O:29])([CH3:34])([CH3:32])[CH3:33], predict the reactants needed to synthesize it. The reactants are: CC(C[AlH]CC(C)C)C.C1(C)C=CC=CC=1.C[O:18][C:19]([C@@H:21]1[C@@H:26]2[CH2:27][C@@H:23]([CH2:24][CH2:25]2)[N:22]1[C:28]([O:30][C:31]([CH3:34])([CH3:33])[CH3:32])=[O:29])=O.[OH-].[Na+]. (6) Given the product [Br:5][C:6]1[CH:11]=[CH:10][C:9]([NH:4][CH:1]([CH3:3])[CH3:2])=[C:8]([N+:13]([O-:15])=[O:14])[CH:7]=1, predict the reactants needed to synthesize it. The reactants are: [CH:1]([NH2:4])([CH3:3])[CH3:2].[Br:5][C:6]1[CH:11]=[CH:10][C:9](F)=[C:8]([N+:13]([O-:15])=[O:14])[CH:7]=1. (7) Given the product [OH:19][CH2:18][CH2:17][O:1][C:2]1[CH:9]=[CH:8][C:5]([CH:6]=[O:7])=[CH:4][CH:3]=1, predict the reactants needed to synthesize it. The reactants are: [OH:1][C:2]1[CH:9]=[CH:8][C:5]([CH:6]=[O:7])=[CH:4][CH:3]=1.C([O-])([O-])=O.[K+].[K+].Br[CH2:17][CH2:18][OH:19].CCOCC. (8) Given the product [Cl:1][C:2]1[N:3]=[C:4]([CH2:8][OH:9])[N:5]([CH3:12])[C:6]=1[Cl:7], predict the reactants needed to synthesize it. The reactants are: [Cl:1][C:2]1[N:3]=[C:4]([CH2:8][OH:9])[NH:5][C:6]=1[Cl:7].[OH-].[Na+].[CH3:12]I. (9) Given the product [C:2]([S:5][CH:6]1[CH2:11][CH2:10][N:9]([CH:12]([C:18]2[CH:23]=[CH:22][CH:21]=[CH:20][C:19]=2[F:24])[C:13]([CH:15]2[CH2:17][CH2:16]2)=[O:14])[CH2:8]/[C:7]/1=[CH:25]/[CH2:26][N:39]1[CH2:40][CH2:41][N:36]([CH2:35][CH2:34][C:32]([O:31][CH2:29][CH3:30])=[O:33])[C:37](=[O:42])[CH2:38]1)(=[O:4])[CH3:3], predict the reactants needed to synthesize it. The reactants are: Cl.[C:2]([S:5][CH:6]1[CH2:11][CH2:10][N:9]([CH:12]([C:18]2[CH:23]=[CH:22][CH:21]=[CH:20][C:19]=2[F:24])[C:13]([CH:15]2[CH2:17][CH2:16]2)=[O:14])[CH2:8]/[C:7]/1=[CH:25]/[CH2:26]O)(=[O:4])[CH3:3].Cl.[CH2:29]([O:31][C:32]([CH2:34][CH2:35][N:36]1[CH2:41][CH2:40][NH:39][CH2:38][C:37]1=[O:42])=[O:33])[CH3:30].